Dataset: Reaction yield outcomes from USPTO patents with 853,638 reactions. Task: Predict the reaction yield, written as a fraction of the theoretical maximum amount of product (1.0 means a 100% yield; for example, 0.34 means a 34% yield). (1) The reactants are [NH2:1][C:2]1[C:7]([C:8]#[N:9])=[C:6]([N:10]2[CH2:15][CH2:14][CH:13]([C:16]3[N:17]([CH2:32][CH2:33][OH:34])[CH:18]=[C:19]([C:21]4[CH:26]=[CH:25][C:24]([F:27])=[C:23]([C:28]([F:31])([F:30])[F:29])[CH:22]=4)[N:20]=3)[CH2:12][CH2:11]2)[N:5]=[CH:4][N:3]=1.C(N(CC)CC)C.[CH3:42][S:43](Cl)(=[O:45])=[O:44]. The catalyst is ClCCl. The product is [NH2:1][C:2]1[N:3]=[CH:4][N:5]=[C:6]([N:10]2[CH2:11][CH2:12][CH:13]([C:16]3[N:17]([CH2:32][CH2:33][O:34][S:43]([CH3:42])(=[O:45])=[O:44])[CH:18]=[C:19]([C:21]4[CH:26]=[CH:25][C:24]([F:27])=[C:23]([C:28]([F:31])([F:30])[F:29])[CH:22]=4)[N:20]=3)[CH2:14][CH2:15]2)[C:7]=1[C:8]#[N:9]. The yield is 0.998. (2) The reactants are [Cl:1][C:2]1[N:3]=[C:4]([Cl:23])[C:5]2[C:10]3([CH2:12][CH2:11]3)[C:9](=O)[N:8]([CH2:14][C:15]3[CH:20]=[CH:19][C:18]([O:21][CH3:22])=[CH:17][CH:16]=3)[C:6]=2[N:7]=1.CO. The catalyst is O1CCCC1. The product is [Cl:1][C:2]1[N:3]=[C:4]([Cl:23])[C:5]2[C:10]3([CH2:12][CH2:11]3)[CH2:9][N:8]([CH2:14][C:15]3[CH:20]=[CH:19][C:18]([O:21][CH3:22])=[CH:17][CH:16]=3)[C:6]=2[N:7]=1. The yield is 0.624. (3) The reactants are [Cl:1][C:2]1[N:7]=[N:6][C:5]([NH:8][NH2:9])=[CH:4][CH:3]=1.Cl.[F:11][C:12]1(CC(O)=O)C=CC2N=CC=CC=2[CH2:13]1.N1C=CC=[CH:28][CH:27]=1.C1(N=[C:39]=[N:40][CH:41]2[CH2:46][CH2:45][CH2:44][CH2:43][CH2:42]2)CCCCC1. The catalyst is ClCCl. The product is [Cl:1][C:2]1[CH:3]=[CH:4][C:5]2[N:6]([C:13]([CH:12]([F:11])[C:44]3[CH:45]=[C:46]4[C:41](=[CH:42][CH:43]=3)[N:40]=[CH:39][CH:28]=[CH:27]4)=[N:9][N:8]=2)[N:7]=1. The yield is 0.280. (4) The reactants are [Cl:1][C:2]1[CH:3]=[C:4]([NH:10][C:11]([C:13]2[C:14]3[CH2:15][C:16](=[O:22])[NH:17][C:18]=3[CH:19]=[CH:20][CH:21]=2)=[O:12])[CH:5]=[CH:6][C:7]=1[O:8][CH3:9].[CH2:23]([N:25]([CH2:41][CH3:42])[CH2:26][CH2:27][CH2:28][NH:29][C:30]([C:32]1[C:36]([CH3:37])=[C:35]([CH:38]=O)[NH:34][C:33]=1[CH3:40])=[O:31])[CH3:24]. No catalyst specified. The product is [Cl:1][C:2]1[CH:3]=[C:4]([NH:10][C:11]([C:13]2[C:14]3[C:15](=[CH:38][C:35]4[NH:34][C:33]([CH3:40])=[C:32]([C:30](=[O:31])[NH:29][CH2:28][CH2:27][CH2:26][N:25]([CH2:41][CH3:42])[CH2:23][CH3:24])[C:36]=4[CH3:37])[C:16](=[O:22])[NH:17][C:18]=3[CH:19]=[CH:20][CH:21]=2)=[O:12])[CH:5]=[CH:6][C:7]=1[O:8][CH3:9]. The yield is 0.850. (5) The reactants are [Br:1][C:2]1[C:3]([CH3:10])=[CH:4][C:5]([NH:8][NH2:9])=[N:6][CH:7]=1.[C:11]([C:13]1[CH:18]=[CH:17][C:16]([C:19](=[CH:25]N(C)C)[C:20](OCC)=[O:21])=[CH:15][CH:14]=1)#[N:12].Cl.CCN(C(C)C)C(C)C. The catalyst is C(O)(C)C. The product is [Br:1][C:2]1[C:3]([CH3:10])=[CH:4][C:5]([N:8]2[C:20]([OH:21])=[C:19]([C:16]3[CH:15]=[CH:14][C:13]([C:11]#[N:12])=[CH:18][CH:17]=3)[CH:25]=[N:9]2)=[N:6][CH:7]=1. The yield is 0.820.